Dataset: Full USPTO retrosynthesis dataset with 1.9M reactions from patents (1976-2016). Task: Predict the reactants needed to synthesize the given product. (1) Given the product [NH2:5][C:4]1[C:3]2[CH:6]=[CH:7][CH:8]=[CH:9][C:2]=2[O:1][C:11]=1[C:12]([C:14]1[CH:19]=[CH:18][CH:17]=[CH:16][CH:15]=1)=[O:13], predict the reactants needed to synthesize it. The reactants are: [OH:1][C:2]1[CH:9]=[CH:8][CH:7]=[CH:6][C:3]=1[C:4]#[N:5].Br[CH2:11][C:12]([C:14]1[CH:19]=[CH:18][CH:17]=[CH:16][CH:15]=1)=[O:13].C(=O)([O-])[O-].[K+].[K+]. (2) Given the product [CH3:19][O:20][C:21]([C:23]1[CH:27]=[C:26]([Br:28])[O:25][C:24]=1[CH2:29][Br:11])=[O:22], predict the reactants needed to synthesize it. The reactants are: COC(C1C=COC=1C)=O.[Br:11]N1C(=O)CCC1=O.[CH3:19][O:20][C:21]([C:23]1[CH:27]=[C:26]([Br:28])[O:25][C:24]=1[CH3:29])=[O:22]. (3) Given the product [C:13]([O:12][C:10](=[O:11])[NH:9][C:6]1[S:7][CH:8]=[C:4]([CH2:3][Cl:2])[N:5]=1)([CH3:16])([CH3:15])[CH3:14], predict the reactants needed to synthesize it. The reactants are: Cl.[Cl:2][CH2:3][C:4]1[N:5]=[C:6]([NH2:9])[S:7][CH:8]=1.[C:10](O[C:10]([O:12][C:13]([CH3:16])([CH3:15])[CH3:14])=[O:11])([O:12][C:13]([CH3:16])([CH3:15])[CH3:14])=[O:11].C(N(CC)CC)C. (4) Given the product [C:34]([C:25]1[N:24]=[C:23]2[C:28]([NH:29][C:30](=[O:31])[N:22]2[C:3]2[CH:4]=[C:5]([O:10][CH2:11][C:12]3[C:17]([O:18][CH3:19])=[CH:16][CH:15]=[C:14]([F:20])[C:13]=3[F:21])[C:6]([O:8][CH3:9])=[CH:7][C:2]=2[Cl:1])=[C:27]([O:32][CH3:33])[N:26]=1)([OH:39])=[O:35], predict the reactants needed to synthesize it. The reactants are: [Cl:1][C:2]1[CH:7]=[C:6]([O:8][CH3:9])[C:5]([O:10][CH2:11][C:12]2[C:17]([O:18][CH3:19])=[CH:16][CH:15]=[C:14]([F:20])[C:13]=2[F:21])=[CH:4][C:3]=1[N:22]1[C:30](=[O:31])[NH:29][C:28]2[C:23]1=[N:24][C:25]([CH2:34][OH:35])=[N:26][C:27]=2[O:32][CH3:33].CC([OH:39])C.O.C(OCC)(=O)C. (5) Given the product [NH2:19][C:15]1[N:14]=[C:13]([C:12]2[S:11][C:10]([C:20]([CH3:21])([CH3:23])[CH3:22])=[N:9][C:8]=2[C:4]2[C:3]([F:24])=[C:2]([NH:1][S:33]([C:27]3[CH:28]=[C:29]([F:32])[CH:30]=[CH:31][C:26]=3[CH3:25])(=[O:34])=[O:35])[CH:7]=[CH:6][CH:5]=2)[CH:18]=[CH:17][N:16]=1, predict the reactants needed to synthesize it. The reactants are: [NH2:1][C:2]1[C:3]([F:24])=[C:4]([C:8]2[N:9]=[C:10]([C:20]([CH3:23])([CH3:22])[CH3:21])[S:11][C:12]=2[C:13]2[CH:18]=[CH:17][N:16]=[C:15]([NH2:19])[N:14]=2)[CH:5]=[CH:6][CH:7]=1.[CH3:25][C:26]1[CH:31]=[CH:30][C:29]([F:32])=[CH:28][C:27]=1[S:33](Cl)(=[O:35])=[O:34]. (6) Given the product [Cl:35][C:36]([Cl:43])([Cl:42])[CH2:37][O:38][C:39](=[O:40])[NH:25][C:7]1[N:8]([C:10]2[CH:15]=[CH:14][CH:13]=[C:12]([O:16][CH2:17][CH2:18][N:19]3[CH2:24][CH2:23][O:22][CH2:21][CH2:20]3)[CH:11]=2)[N:9]=[C:5]([C:1]([CH3:4])([CH3:2])[CH3:3])[CH:6]=1, predict the reactants needed to synthesize it. The reactants are: [C:1]([C:5]1[CH:6]=[C:7]([NH2:25])[N:8]([C:10]2[CH:15]=[CH:14][CH:13]=[C:12]([O:16][CH2:17][CH2:18][N:19]3[CH2:24][CH2:23][O:22][CH2:21][CH2:20]3)[CH:11]=2)[N:9]=1)([CH3:4])([CH3:3])[CH3:2].C(N(C(C)C)CC)(C)C.[Cl:35][C:36]([Cl:43])([Cl:42])[CH2:37][O:38][C:39](Cl)=[O:40]. (7) Given the product [C:1]([C:8]1[CH:19]=[C:18]([O:20][CH3:21])[CH:17]=[CH:16][C:9]=1[C:10](=[O:11])[CH2:22][C:23]1[CH:28]=[CH:27][CH:26]=[CH:25][CH:24]=1)#[C:2][CH2:3][CH2:4][CH2:5][CH2:6][CH3:7], predict the reactants needed to synthesize it. The reactants are: [C:1]([C:8]1[CH:19]=[C:18]([O:20][CH3:21])[CH:17]=[CH:16][C:9]=1[C:10](N(C)OC)=[O:11])#[C:2][CH2:3][CH2:4][CH2:5][CH2:6][CH3:7].[CH2:22]([Mg]Cl)[C:23]1[CH:28]=[CH:27][CH:26]=[CH:25][CH:24]=1.